Task: Regression. Given a peptide amino acid sequence and an MHC pseudo amino acid sequence, predict their binding affinity value. This is MHC class I binding data.. Dataset: Peptide-MHC class I binding affinity with 185,985 pairs from IEDB/IMGT (1) The peptide sequence is DVKASMLEK. The binding affinity (normalized) is 0. The MHC is HLA-A02:03 with pseudo-sequence HLA-A02:03. (2) The peptide sequence is KLAIDMSHF. The MHC is Mamu-A02 with pseudo-sequence Mamu-A02. The binding affinity (normalized) is 0.341. (3) The peptide sequence is ARDGSYVTL. The MHC is Mamu-B08 with pseudo-sequence Mamu-B08. The binding affinity (normalized) is 0.397. (4) The peptide sequence is TTHKVIFSK. The MHC is HLA-A03:01 with pseudo-sequence HLA-A03:01. The binding affinity (normalized) is 0.523. (5) The peptide sequence is PLNEAIMAV. The MHC is HLA-A02:03 with pseudo-sequence HLA-A02:03. The binding affinity (normalized) is 0.731. (6) The peptide sequence is STAPTGSWF. The binding affinity (normalized) is 0.0847. The MHC is HLA-C08:02 with pseudo-sequence HLA-C08:02. (7) The peptide sequence is NALVRSYDI. The MHC is H-2-Kb with pseudo-sequence H-2-Kb. The binding affinity (normalized) is 0. (8) The peptide sequence is MTAIYGRPV. The MHC is Mamu-A01 with pseudo-sequence Mamu-A01. The binding affinity (normalized) is 0.682. (9) The peptide sequence is LPKRGVRVRV. The MHC is HLA-B35:01 with pseudo-sequence HLA-B35:01. The binding affinity (normalized) is 0. (10) The peptide sequence is EALYYVHSL. The MHC is HLA-B08:01 with pseudo-sequence HLA-B08:01. The binding affinity (normalized) is 0.931.